This data is from Forward reaction prediction with 1.9M reactions from USPTO patents (1976-2016). The task is: Predict the product of the given reaction. (1) Given the reactants [Cl:1][C:2]1[C:3]([C:30]2[C:38]3[C:33](=[CH:34][CH:35]=[CH:36][CH:37]=3)[NH:32][CH:31]=2)=[N:4][C:5]([NH:8][CH:9]2[CH2:14][CH2:13][N:12]([CH2:15][C:16]3[CH:21]=[CH:20][C:19]([NH:22][C:23](=[O:29])/[CH:24]=[CH:25]/[CH2:26][NH:27][CH3:28])=[CH:18][CH:17]=3)[CH2:11][CH2:10]2)=[N:6][CH:7]=1.Cl[CH2:40][C:41]([NH2:43])=[O:42].C([O-])([O-])=O.[K+].[K+], predict the reaction product. The product is: [NH2:43][C:41](=[O:42])[CH2:40][N:27]([CH3:28])[CH2:26]/[CH:25]=[CH:24]/[C:23]([NH:22][C:19]1[CH:20]=[CH:21][C:16]([CH2:15][N:12]2[CH2:13][CH2:14][CH:9]([NH:8][C:5]3[N:4]=[C:3]([C:30]4[C:38]5[C:33](=[CH:34][CH:35]=[CH:36][CH:37]=5)[NH:32][CH:31]=4)[C:2]([Cl:1])=[CH:7][N:6]=3)[CH2:10][CH2:11]2)=[CH:17][CH:18]=1)=[O:29]. (2) Given the reactants [NH2:1][C:2]1[CH:7]=[CH:6][C:5]([CH2:8][C:9]([O:11][CH2:12][CH3:13])=[O:10])=[C:4]([Cl:14])[CH:3]=1.C(N(CC)CC)C.Cl[C:23](Cl)([O:25]C(=O)OC(Cl)(Cl)Cl)Cl.[O:34]1[CH2:38][CH2:37][CH:36]([O:39][C:40]2[CH:41]=[C:42]([CH:44]=[CH:45][CH:46]=2)[NH2:43])[CH2:35]1, predict the reaction product. The product is: [Cl:14][C:4]1[CH:3]=[C:2]([NH:1][C:23]([NH:43][C:42]2[CH:44]=[CH:45][CH:46]=[C:40]([O:39][CH:36]3[CH2:37][CH2:38][O:34][CH2:35]3)[CH:41]=2)=[O:25])[CH:7]=[CH:6][C:5]=1[CH2:8][C:9]([O:11][CH2:12][CH3:13])=[O:10]. (3) Given the reactants [CH3:1][O:2][C:3]1[CH:13]=[CH:12][CH:11]=[CH:10][C:4]=1/[CH:5]=[CH:6]/[C:7]([OH:9])=O.C(N1C=CN=C1)(N1C=CN=C1)=O.[CH2:26]([N:30]([S:40]([C:43]1[CH:48]=[CH:47][C:46]([N+:49]([O-:51])=[O:50])=[CH:45][CH:44]=1)(=[O:42])=[O:41])[C@H:31]([C:37]([OH:39])=[O:38])[CH2:32][CH2:33][CH2:34][CH2:35][NH2:36])[CH:27]([CH3:29])[CH3:28], predict the reaction product. The product is: [CH2:26]([N:30]([S:40]([C:43]1[CH:48]=[CH:47][C:46]([N+:49]([O-:51])=[O:50])=[CH:45][CH:44]=1)(=[O:42])=[O:41])[C@H:31]([C:37]([OH:39])=[O:38])[CH2:32][CH2:33][CH2:34][CH2:35][NH:36][C:7](=[O:9])/[CH:6]=[CH:5]/[C:4]1[CH:10]=[CH:11][CH:12]=[CH:13][C:3]=1[O:2][CH3:1])[CH:27]([CH3:29])[CH3:28]. (4) Given the reactants [CH3:1][N:2]1[CH2:15][CH2:14][C:13]2[C:12]3[CH:11]=[C:10]([CH3:16])[CH:9]=[CH:8][C:7]=3[NH:6][C:5]=2[CH2:4][CH2:3]1.Br[CH:18]=[C:19]([C:21]1[CH:26]=[CH:25][CH:24]=[CH:23][C:22]=1[F:27])[CH3:20].N1CCC[C@H]1C(O)=O.[O-]P([O-])([O-])=O.[K+].[K+].[K+], predict the reaction product. The product is: [F:27][C:22]1[CH:23]=[CH:24][CH:25]=[CH:26][C:21]=1/[C:19](/[CH3:20])=[CH:18]\[N:6]1[C:7]2[CH:8]=[CH:9][C:10]([CH3:16])=[CH:11][C:12]=2[C:13]2[CH2:14][CH2:15][N:2]([CH3:1])[CH2:3][CH2:4][C:5]1=2. (5) Given the reactants [OH:1][CH2:2][C:3](=[CH2:14])[C:4]([O:6][C:7]1([CH2:12][CH3:13])[CH2:11][CH2:10][CH2:9][CH2:8]1)=[O:5].[CH3:15]I, predict the reaction product. The product is: [CH3:15][O:1][CH2:2][C:3](=[CH2:14])[C:4]([O:6][C:7]1([CH2:12][CH3:13])[CH2:11][CH2:10][CH2:9][CH2:8]1)=[O:5].